The task is: Regression. Given two drug SMILES strings and cell line genomic features, predict the synergy score measuring deviation from expected non-interaction effect.. This data is from NCI-60 drug combinations with 297,098 pairs across 59 cell lines. (1) Drug 1: CCC1=CC2CC(C3=C(CN(C2)C1)C4=CC=CC=C4N3)(C5=C(C=C6C(=C5)C78CCN9C7C(C=CC9)(C(C(C8N6C)(C(=O)OC)O)OC(=O)C)CC)OC)C(=O)OC.C(C(C(=O)O)O)(C(=O)O)O. Drug 2: C1C(C(OC1N2C=C(C(=O)NC2=O)F)CO)O. Cell line: MALME-3M. Synergy scores: CSS=29.2, Synergy_ZIP=-6.09, Synergy_Bliss=-1.99, Synergy_Loewe=-3.19, Synergy_HSA=2.44. (2) Drug 1: CCC1=C2CN3C(=CC4=C(C3=O)COC(=O)C4(CC)O)C2=NC5=C1C=C(C=C5)O. Drug 2: C1CNP(=O)(OC1)N(CCCl)CCCl. Cell line: HOP-62. Synergy scores: CSS=57.7, Synergy_ZIP=-1.21, Synergy_Bliss=-6.45, Synergy_Loewe=-70.0, Synergy_HSA=-10.3.